Dataset: Full USPTO retrosynthesis dataset with 1.9M reactions from patents (1976-2016). Task: Predict the reactants needed to synthesize the given product. Given the product [CH3:7][O:6][C:5]([N:4]1[CH2:3][C:2]([CH3:1])([CH3:9])[C:10]2[C:11](=[CH:12][CH:13]=[CH:14][CH:15]=2)[CH:18]1[C:17]([OH:21])=[O:20])=[O:8], predict the reactants needed to synthesize it. The reactants are: [CH3:1][C:2]([C:10]1[CH:15]=[CH:14][CH:13]=[CH:12][CH:11]=1)([CH3:9])[CH2:3][NH:4][C:5](=[O:8])[O:6][CH3:7].O.[C:17]([OH:21])(=[O:20])[CH:18]=O.